This data is from CYP2C9 inhibition data for predicting drug metabolism from PubChem BioAssay. The task is: Regression/Classification. Given a drug SMILES string, predict its absorption, distribution, metabolism, or excretion properties. Task type varies by dataset: regression for continuous measurements (e.g., permeability, clearance, half-life) or binary classification for categorical outcomes (e.g., BBB penetration, CYP inhibition). Dataset: cyp2c9_veith. (1) The molecule is CCC1(C)Cc2c(sc3nnn(CC(=O)Nc4cccc5ccccc45)c(=O)c23)CO1. The result is 1 (inhibitor). (2) The molecule is COc1ccc(C[C@@H]2C(=O)N[C@H](C)C(=O)N(C)[C@@H]3C(=O)N(C)[C@@H](Cc4ccc(O)c(c4)Oc4ccc(cc4)[C@H]3O)C(=O)N[C@@H](C)C(=O)N[C@H](C)C(=O)N2C)cc1. The result is 0 (non-inhibitor).